Dataset: Forward reaction prediction with 1.9M reactions from USPTO patents (1976-2016). Task: Predict the product of the given reaction. (1) Given the reactants [F:1][C:2]1[CH:3]=[C:4]([C@@H:9]2[CH2:13][N:12]([CH2:14][CH2:15][O:16][CH3:17])[CH2:11][C@H:10]2[NH:18][C:19](=[O:45])[NH:20][C:21]2[N:25]([C:26]3[CH:31]=[CH:30][CH:29]=[CH:28][CH:27]=3)[N:24]=[C:23]([CH:32]3[CH2:37][CH2:36][N:35](C(OC(C)(C)C)=O)[CH2:34][CH2:33]3)[CH:22]=2)[CH:5]=[CH:6][C:7]=1[F:8].CCOC(C)=O.CO.[ClH:54], predict the reaction product. The product is: [ClH:54].[ClH:54].[F:1][C:2]1[CH:3]=[C:4]([C@@H:9]2[CH2:13][N:12]([CH2:14][CH2:15][O:16][CH3:17])[CH2:11][C@H:10]2[NH:18][C:19]([NH:20][C:21]2[N:25]([C:26]3[CH:27]=[CH:28][CH:29]=[CH:30][CH:31]=3)[N:24]=[C:23]([CH:32]3[CH2:33][CH2:34][NH:35][CH2:36][CH2:37]3)[CH:22]=2)=[O:45])[CH:5]=[CH:6][C:7]=1[F:8]. (2) Given the reactants C(=O)([O-])[O-].[K+].[K+].[C:7]1([S:13]([N:16]2[C:20]3=[N:21][CH:22]=[C:23]([OH:25])[CH:24]=[C:19]3[CH:18]=[C:17]2[C:26]([C:33]2[CH:38]=[CH:37][C:36]([S:39]([CH3:42])(=[O:41])=[O:40])=[CH:35][CH:34]=2)=[CH:27][CH:28]2[CH2:32][CH2:31][CH2:30][CH2:29]2)(=[O:15])=[O:14])[CH:12]=[CH:11][CH:10]=[CH:9][CH:8]=1.Cl.[CH3:44][N:45]([CH3:49])[CH2:46][CH2:47]Cl, predict the reaction product. The product is: [C:7]1([S:13]([N:16]2[C:20]3=[N:21][CH:22]=[C:23]([O:25][CH2:47][CH2:46][N:45]([CH3:49])[CH3:44])[CH:24]=[C:19]3[CH:18]=[C:17]2[C:26]([C:33]2[CH:34]=[CH:35][C:36]([S:39]([CH3:42])(=[O:40])=[O:41])=[CH:37][CH:38]=2)=[CH:27][CH:28]2[CH2:32][CH2:31][CH2:30][CH2:29]2)(=[O:14])=[O:15])[CH:12]=[CH:11][CH:10]=[CH:9][CH:8]=1. (3) Given the reactants [CH3:1][N:2]1[C:6]2[CH2:7][CH:8]([C:12]([O:14]CC)=O)[CH2:9][C:10](=[O:11])[C:5]=2[N:4]=[C:3]1[CH3:17].[CH3:18][NH2:19], predict the reaction product. The product is: [CH3:18][NH:19][C:12]([CH:8]1[CH2:7][C:6]2[N:2]([CH3:1])[C:3]([CH3:17])=[N:4][C:5]=2[C:10](=[O:11])[CH2:9]1)=[O:14]. (4) The product is: [N+:25]([C:20]1[CH:21]=[CH:22][CH:23]=[CH:24][C:19]=1[CH2:13][C:11]#[N:12])([O-:27])=[O:26]. Given the reactants ClC1C=CC=CC=1[N+]([O-])=O.[C:11]([CH:13]([C:19]1[CH:24]=[CH:23][CH:22]=[CH:21][C:20]=1[N+:25]([O-:27])=[O:26])C(OCC)=O)#[N:12], predict the reaction product. (5) The product is: [F:1][C:2]([F:12])([F:11])[C:3]1[CH:8]=[C:7]([CH:6]=[CH:5][N:4]=1)[C:9]([OH:15])=[O:13]. Given the reactants [F:1][C:2]([F:12])([F:11])[C:3]1[CH:8]=[C:7]([C:9]#N)[CH:6]=[CH:5][N:4]=1.[OH-:13].[Na+].[OH2:15].Cl, predict the reaction product. (6) Given the reactants C([O:4][C@H:5]1[CH2:22][CH2:21][C@@:20]2([CH3:23])[C@@H:7]([CH2:8][CH2:9][C@:10]3([CH3:42])[C@@H:19]2[CH2:18][CH2:17][C@H:16]2[C@@:11]3([CH3:41])[CH2:12][CH2:13][C@@:14]3([CH2:31][CH2:32][NH:33][C:34]([O:36][C:37]([CH3:40])([CH3:39])[CH3:38])=[O:35])[CH2:26][C:25](=[O:27])[C:24]([CH:28]([CH3:30])[CH3:29])=[C:15]32)[C:6]1([CH3:44])[CH3:43])(=O)C.[OH-].[Na+].O.CCOC(C)=O, predict the reaction product. The product is: [OH:4][C@H:5]1[CH2:22][CH2:21][C@@:20]2([CH3:23])[C@@H:7]([CH2:8][CH2:9][C@:10]3([CH3:42])[C@@H:19]2[CH2:18][CH2:17][C@H:16]2[C@@:11]3([CH3:41])[CH2:12][CH2:13][C@@:14]3([CH2:31][CH2:32][NH:33][C:34](=[O:35])[O:36][C:37]([CH3:40])([CH3:39])[CH3:38])[CH2:26][C:25](=[O:27])[C:24]([CH:28]([CH3:30])[CH3:29])=[C:15]32)[C:6]1([CH3:43])[CH3:44]. (7) The product is: [Cl:10][C:11]1[CH:16]=[CH:15][CH:14]=[CH:13][C:12]=1[CH2:17][N:18]1[C:19]([OH:39])=[C:20]([C:35]([NH:9][CH2:8][C:4]2[CH:5]=[CH:6][CH:7]=[C:2]([Cl:1])[CH:3]=2)=[O:36])[C:21]([OH:34])=[C:22]([C:25]([NH:27][CH2:28][C:29]([O-:31])=[O:30])=[O:26])[C:23]1=[O:24].[NH4+:9]. Given the reactants [Cl:1][C:2]1[CH:3]=[C:4]([CH2:8][NH2:9])[CH:5]=[CH:6][CH:7]=1.[Cl:10][C:11]1[CH:16]=[CH:15][CH:14]=[CH:13][C:12]=1[CH2:17][N:18]1[C:23](=[O:24])[C:22]([C:25]([NH:27][CH2:28][C:29]([O:31]CC)=[O:30])=[O:26])=[C:21]([OH:34])[C:20]([C:35](OC)=[O:36])=[C:19]1[OH:39], predict the reaction product. (8) Given the reactants [CH2:1]([N:3]1[C:7]2=[N:8][CH:9]=[C:10]([C:19]([O:21]CC)=[O:20])[C:11]([NH:12][CH:13]3[CH2:18][CH2:17][O:16][CH2:15][CH2:14]3)=[C:6]2[CH:5]=[N:4]1)[CH3:2].[OH-].[Na+], predict the reaction product. The product is: [CH2:1]([N:3]1[C:7]2=[N:8][CH:9]=[C:10]([C:19]([OH:21])=[O:20])[C:11]([NH:12][CH:13]3[CH2:18][CH2:17][O:16][CH2:15][CH2:14]3)=[C:6]2[CH:5]=[N:4]1)[CH3:2]. (9) Given the reactants [F:1][C:2]1[CH:3]=[C:4]([CH:8]=[CH:9][CH:10]=1)[C:5]([NH2:7])=[O:6].[Cl:11][C:12]([Cl:16])([CH3:15])[CH:13]=O.[NH:17]1[C:21]2[CH:22]=[CH:23][CH:24]=[CH:25][C:20]=2[N:19]=[N:18]1.C1(C)C=CC(S(O)(=O)=O)=CC=1, predict the reaction product. The product is: [N:17]1([CH:13]([NH:7][C:5](=[O:6])[C:4]2[CH:8]=[CH:9][CH:10]=[C:2]([F:1])[CH:3]=2)[C:12]([Cl:16])([Cl:11])[CH3:15])[C:21]2[CH:22]=[CH:23][CH:24]=[CH:25][C:20]=2[N:19]=[N:18]1.